Dataset: Reaction yield outcomes from USPTO patents with 853,638 reactions. Task: Predict the reaction yield, written as a fraction of the theoretical maximum amount of product (1.0 means a 100% yield; for example, 0.34 means a 34% yield). The reactants are [CH3:1][C:2]1[S:6][C:5]([C:7]2([CH2:13][NH2:14])[CH2:12][CH2:11][O:10][CH2:9][CH2:8]2)=[N:4][C:3]=1[C:15]1[CH:20]=[CH:19][CH:18]=[CH:17][CH:16]=1.[F:21][C:22]([F:38])([F:37])[C:23]1[O:27][N:26]=[C:25]([C:28]2[CH:29]=[C:30]([CH:34]=[CH:35][CH:36]=2)[C:31](O)=[O:32])[N:24]=1. No catalyst specified. The product is [CH3:1][C:2]1[S:6][C:5]([C:7]2([CH2:13][NH:14][C:31](=[O:32])[C:30]3[CH:34]=[CH:35][CH:36]=[C:28]([C:25]4[N:24]=[C:23]([C:22]([F:38])([F:37])[F:21])[O:27][N:26]=4)[CH:29]=3)[CH2:12][CH2:11][O:10][CH2:9][CH2:8]2)=[N:4][C:3]=1[C:15]1[CH:20]=[CH:19][CH:18]=[CH:17][CH:16]=1. The yield is 0.890.